Dataset: Full USPTO retrosynthesis dataset with 1.9M reactions from patents (1976-2016). Task: Predict the reactants needed to synthesize the given product. (1) Given the product [CH3:1][O:2][C:3]1[CH:8]=[CH:7][CH:6]=[CH:5][C:4]=1[C:9]1([C:13]([NH2:14])=[O:16])[CH2:12][CH2:11][CH2:10]1, predict the reactants needed to synthesize it. The reactants are: [CH3:1][O:2][C:3]1[CH:8]=[CH:7][CH:6]=[CH:5][C:4]=1[C:9]1([C:13]#[N:14])[CH2:12][CH2:11][CH2:10]1.S(=O)(=O)(O)[OH:16].O. (2) Given the product [CH3:22][O:23][C:24]1[CH:29]=[CH:28][C:8]([N:9]2[CH:10]=[C:11]([C:16]([F:19])([F:18])[F:17])[CH:12]=[N:13]2)=[CH:26][CH:25]=1, predict the reactants needed to synthesize it. The reactants are: F[P-](F)(F)(F)(F)F.[CH3:8][N:9](C)/[CH:10]=[C:11](\[C:16]([F:19])([F:18])[F:17])/[CH:12]=[N+:13](C)C.Cl.[CH3:22][O:23][C:24]1[CH:29]=[CH:28]C(NN)=[CH:26][CH:25]=1.C[O-].[Na+]. (3) Given the product [C:25]1([CH2:24][NH:31][CH2:20][C:19]2[CH:22]=[CH:23][C:16]([C:14]3[CH:13]=[N:12][C:11]4[N:10]([N:9]=[CH:8][C:7]=4[C:1]4[CH:6]=[CH:5][CH:4]=[CH:3][CH:2]=4)[CH:15]=3)=[CH:17][CH:18]=2)[CH:30]=[CH:29][CH:28]=[CH:27][CH:26]=1, predict the reactants needed to synthesize it. The reactants are: [C:1]1([C:7]2[CH:8]=[N:9][N:10]3[CH:15]=[C:14]([C:16]4[CH:23]=[CH:22][C:19]([CH:20]=O)=[CH:18][CH:17]=4)[CH:13]=[N:12][C:11]=23)[CH:6]=[CH:5][CH:4]=[CH:3][CH:2]=1.[CH2:24]([NH2:31])[C:25]1[CH:30]=[CH:29][CH:28]=[CH:27][CH:26]=1.C(O)(=O)C.C(O[BH-](OC(=O)C)OC(=O)C)(=O)C.[Na+]. (4) Given the product [N:14]1[O:13][N:12]=[C:11]2[CH:15]=[C:7]([C:23]3[CH:31]=[CH:30][CH:29]=[CH:28][C:24]=3[N:25]([CH3:27])[CH3:26])[CH:8]=[CH:9][C:10]=12, predict the reactants needed to synthesize it. The reactants are: C([O-])(=O)C.[K+].Br[C:7]1[CH:8]=[CH:9][C:10]2[C:11]([CH:15]=1)=[N:12][O:13][N:14]=2.C(=O)([O-])[O-].[Na+].[Na+].Br[C:23]1[CH:31]=[CH:30][CH:29]=[CH:28][C:24]=1[N:25]([CH3:27])[CH3:26]. (5) Given the product [NH2:7][CH2:8][CH2:9][CH2:10][O:11][C:12]1[CH:17]=[CH:16][C:15]([C:18]2[N:22]3[N:23]=[C:24]([C:27]4[CH:32]=[C:31]([C:33]([F:35])([F:34])[F:36])[C:30]([NH2:37])=[N:29][CH:28]=4)[CH:25]=[CH:26][C:21]3=[N:20][CH:19]=2)=[CH:14][C:13]=1[O:38][CH3:39], predict the reactants needed to synthesize it. The reactants are: C(OC(=O)[NH:7][CH2:8][CH2:9][CH2:10][O:11][C:12]1[CH:17]=[CH:16][C:15]([C:18]2[N:22]3[N:23]=[C:24]([C:27]4[CH:28]=[N:29][C:30]([NH2:37])=[C:31]([C:33]([F:36])([F:35])[F:34])[CH:32]=4)[CH:25]=[CH:26][C:21]3=[N:20][CH:19]=2)=[CH:14][C:13]=1[O:38][CH3:39])(C)(C)C.C([O-])(O)=O.[Na+]. (6) Given the product [Cl:1][C:2]1[N:7]=[C:6]2[N:8]([C:11]3[CH:16]=[CH:15][CH:14]=[CH:13][CH:12]=3)[N:9]=[CH:10][C:5]2=[CH:4][N:3]=1, predict the reactants needed to synthesize it. The reactants are: [Cl:1][C:2]1[N:7]=[C:6]2[NH:8][N:9]=[CH:10][C:5]2=[CH:4][N:3]=1.[C:11]1(B(O)O)[CH:16]=[CH:15][CH:14]=[CH:13][CH:12]=1.N1C=CC=CC=1.